From a dataset of Forward reaction prediction with 1.9M reactions from USPTO patents (1976-2016). Predict the product of the given reaction. (1) Given the reactants Br[C:2]1[CH:29]=[CH:28][C:5]2[C:6]3[N:7]=[C:8]([C:14]4[N:18]([C:19]5[CH:24]=[CH:23][C:22]([F:25])=[CH:21][C:20]=5[F:26])[N:17]=[C:16]([NH2:27])[N:15]=4)[S:9][C:10]=3[CH2:11][CH2:12][O:13][C:4]=2[CH:3]=1.[CH3:30][C:31]([OH:48])([CH3:47])[CH2:32][N:33]1[CH:37]=[C:36](B2OC(C)(C)C(C)(C)O2)[CH:35]=[N:34]1, predict the reaction product. The product is: [NH2:27][C:16]1[N:15]=[C:14]([C:8]2[S:9][C:10]3[CH2:11][CH2:12][O:13][C:4]4[CH:3]=[C:2]([C:36]5[CH:35]=[N:34][N:33]([CH2:32][C:31]([CH3:47])([OH:48])[CH3:30])[CH:37]=5)[CH:29]=[CH:28][C:5]=4[C:6]=3[N:7]=2)[N:18]([C:19]2[CH:24]=[CH:23][C:22]([F:25])=[CH:21][C:20]=2[F:26])[N:17]=1. (2) Given the reactants [NH2:1][NH2:2].COC(=O)[CH:6]([C:14]1[CH:19]=[N:18][C:17]([C:20](=O)[C:21]2[CH:26]=[CH:25][CH:24]=[CH:23][C:22]=2[Cl:27])=[C:16](Cl)[N:15]=1)[C:7]1[CH:12]=[CH:11][CH:10]=[CH:9][C:8]=1[F:13].[OH-].[Li+].Cl, predict the reaction product. The product is: [Cl:27][C:22]1[CH:23]=[CH:24][CH:25]=[CH:26][C:21]=1[C:20]1[C:17]2[C:16](=[N:15][C:14]([CH2:6][C:7]3[CH:12]=[CH:11][CH:10]=[CH:9][C:8]=3[F:13])=[CH:19][N:18]=2)[NH:2][N:1]=1. (3) The product is: [C:18]([C:15]1[CH:16]=[CH:17][C:12]([C:9]2([O:8][CH2:1][C:2]3[CH:3]=[CH:4][CH:5]=[CH:6][CH:7]=3)[CH2:11][CH2:10]2)=[CH:13][CH:14]=1)#[CH:19]. Given the reactants [CH2:1]([O:8][C:9]1([C:12]2[CH:17]=[CH:16][C:15]([C:18]#[C:19][Si](C)(C)C)=[CH:14][CH:13]=2)[CH2:11][CH2:10]1)[C:2]1[CH:7]=[CH:6][CH:5]=[CH:4][CH:3]=1.C(=O)([O-])[O-].[K+].[K+], predict the reaction product. (4) Given the reactants [C:1]1([CH3:12])[CH:6]=[CH:5][CH:4]=[C:3]([O:7][CH2:8][C:9]([OH:11])=O)[CH:2]=1.[ClH:13].[N:14]1[C:23]2[C:18](=[CH:19][CH:20]=[CH:21][CH:22]=2)[CH:17]=[CH:16][C:15]=1[NH:24][C@@H:25]1[CH2:30][CH2:29][C@H:28]([NH:31]C(C2C=C([N+]([O-])=O)SC=2)=O)[CH2:27][CH2:26]1.CCN(CC)CC.C1C=CC2N(O)N=NC=2C=1.O.CCN=C=NCCCN(C)C.Cl.Cl, predict the reaction product. The product is: [ClH:13].[N:14]1[C:23]2[C:18](=[CH:19][CH:20]=[CH:21][CH:22]=2)[CH:17]=[CH:16][C:15]=1[NH:24][C@@H:25]1[CH2:26][CH2:27][C@H:28]([NH:31][C:9](=[O:11])[CH2:8][O:7][C:3]2[CH:2]=[C:1]([CH3:12])[CH:6]=[CH:5][CH:4]=2)[CH2:29][CH2:30]1. (5) Given the reactants [N+:1]([O-:4])(O)=[O:2].[F:5][C:6]1[CH:7]=[C:8]([CH:11]=[CH:12][C:13]=1[OH:14])[C:9]#[N:10], predict the reaction product. The product is: [F:5][C:6]1[CH:7]=[C:8]([CH:11]=[C:12]([N+:1]([O-:4])=[O:2])[C:13]=1[OH:14])[C:9]#[N:10]. (6) Given the reactants [CH3:1][N:2]1[C:10](=[O:11])[C:9]2[NH:8][CH:7]=[N:6][C:5]=2[N:4]([CH2:12][O:13][C:14](=[O:19])[C:15]([CH3:18])([CH3:17])[CH3:16])[C:3]1=[O:20].C(=O)([O-])[O-].[K+].[K+].[CH2:27](Br)[C:28]#[C:29][CH3:30], predict the reaction product. The product is: [CH2:27]([N:8]1[C:9]2[C:10](=[O:11])[N:2]([CH3:1])[C:3](=[O:20])[N:4]([CH2:12][O:13][C:14](=[O:19])[C:15]([CH3:16])([CH3:17])[CH3:18])[C:5]=2[N:6]=[CH:7]1)[C:28]#[C:29][CH3:30]. (7) Given the reactants [NH2:1][C:2]1[S:6][C:5]2[CH2:7][CH2:8][CH2:9][C:4]=2[C:3]=1[C:10]([C:12]1[CH:17]=[CH:16][CH:15]=[CH:14][CH:13]=1)=O.[CH:18]1([C:21](=[O:26])[CH2:22][C:23](=O)[CH3:24])[CH2:20][CH2:19]1, predict the reaction product. The product is: [CH:18]1([C:21]([C:22]2[C:10]([C:12]3[CH:17]=[CH:16][CH:15]=[CH:14][CH:13]=3)=[C:3]3[C:4]4[CH2:9][CH2:8][CH2:7][C:5]=4[S:6][C:2]3=[N:1][C:23]=2[CH3:24])=[O:26])[CH2:20][CH2:19]1. (8) Given the reactants [CH2:1]([O:3][CH:4]([O:15][CH2:16][CH3:17])[C:5]1[O:13][C:12]2[C:11](I)=[CH:10][N:9]=[CH:8][C:7]=2[CH:6]=1)[CH3:2].[F:18][C:19]([F:31])([F:30])[O:20][C:21]1[CH:26]=[CH:25][C:24](B(O)O)=[CH:23][CH:22]=1.C(=O)([O-])[O-].[Na+].[Na+], predict the reaction product. The product is: [CH2:1]([O:3][CH:4]([O:15][CH2:16][CH3:17])[C:5]1[O:13][C:12]2[C:11]([C:24]3[CH:23]=[CH:22][C:21]([O:20][C:19]([F:18])([F:30])[F:31])=[CH:26][CH:25]=3)=[CH:10][N:9]=[CH:8][C:7]=2[CH:6]=1)[CH3:2]. (9) Given the reactants [Br:1][C:2]1[CH:3]=[C:4]([CH:6]=[CH:7][CH:8]=1)[NH2:5].[C:9]([O:13][C:14](O[C:14]([O:13][C:9]([CH3:12])([CH3:11])[CH3:10])=[O:15])=[O:15])([CH3:12])([CH3:11])[CH3:10].C(N(CC)CC)C, predict the reaction product. The product is: [Br:1][C:2]1[CH:3]=[C:4]([CH:6]=[CH:7][CH:8]=1)[NH:5][C:14]([O:13][C:9]([CH3:12])([CH3:11])[CH3:10])=[O:15].